The task is: Predict the reactants needed to synthesize the given product.. This data is from Full USPTO retrosynthesis dataset with 1.9M reactions from patents (1976-2016). (1) Given the product [CH3:23][O:21][CH2:16][S:17][CH2:2][CH2:3][CH2:4][C:5]([NH:8][C:9](=[O:15])[O:10][C:11]([CH3:14])([CH3:13])[CH3:12])([CH3:7])[CH3:6], predict the reactants needed to synthesize it. The reactants are: O[CH2:2][CH2:3][CH2:4][C:5]([NH:8][C:9](=[O:15])[O:10][C:11]([CH3:14])([CH3:13])[CH3:12])([CH3:7])[CH3:6].[CH3:16][S:17](Cl)(=O)=O.[OH2:21].N1C=CC=C[CH:23]=1. (2) Given the product [N+:1]([C:4]1[CH:5]=[CH:6][C:7]([O:8][CH:9]([CH3:13])[C:10]([O:12][CH2:17][CH2:18][O:19][C:20](=[O:33])[CH:21]([O:23][C:24]2[CH:29]=[CH:28][C:27]([N+:30]([O-:32])=[O:31])=[CH:26][CH:25]=2)[CH3:22])=[O:11])=[CH:14][CH:15]=1)([O-:3])=[O:2], predict the reactants needed to synthesize it. The reactants are: [N+:1]([C:4]1[CH:15]=[CH:14][C:7]([O:8][CH:9]([CH3:13])[C:10]([OH:12])=[O:11])=[CH:6][CH:5]=1)([O-:3])=[O:2].O[CH2:17][CH2:18][O:19][C:20](=[O:33])[CH:21]([O:23][C:24]1[CH:29]=[CH:28][C:27]([N+:30]([O-:32])=[O:31])=[CH:26][CH:25]=1)[CH3:22].C1(N=C=NC2CCCCC2)CCCCC1. (3) Given the product [CH:1]12[CH2:7][CH:4]([CH:5]=[CH:6]1)[CH2:3][CH:2]2[CH2:8][CH2:9][CH2:10][CH2:11][CH2:12][CH2:13][NH:14][CH2:15][C:16]1[CH:25]=[CH:24][C:23]([OH:26])=[C:22]2[C:17]=1[CH:18]=[CH:19][CH:20]=[N:21]2, predict the reactants needed to synthesize it. The reactants are: [CH:1]12[CH2:7][CH:4]([CH:5]=[CH:6]1)[CH2:3][CH:2]2[CH2:8][CH2:9][CH2:10][CH2:11][CH2:12][CH2:13][N:14]=[CH:15][C:16]1[CH:25]=[CH:24][C:23]([OH:26])=[C:22]2[C:17]=1[CH:18]=[CH:19][CH:20]=[N:21]2.[BH4-].[Na+]. (4) Given the product [CH3:15][N:16]([CH3:17])[C:11]([C@H:8]1[CH2:9][CH2:10][C@H:5]([C:3]([O:2][CH3:1])=[O:4])[CH2:6][CH2:7]1)=[O:13], predict the reactants needed to synthesize it. The reactants are: [CH3:1][O:2][C:3]([C@H:5]1[CH2:10][CH2:9][C@H:8]([C:11]([OH:13])=O)[CH2:7][CH2:6]1)=[O:4].Cl.[CH3:15][NH:16][CH3:17].Cl.C(N=C=NCCCN(C)C)C.C(N(CC)CC)C.